This data is from Cav3 T-type calcium channel HTS with 100,875 compounds. The task is: Binary Classification. Given a drug SMILES string, predict its activity (active/inactive) in a high-throughput screening assay against a specified biological target. The compound is S(=O)(=O)(N1CCCC1)c1ccc(CC(C)C)cc1. The result is 0 (inactive).